This data is from Forward reaction prediction with 1.9M reactions from USPTO patents (1976-2016). The task is: Predict the product of the given reaction. The product is: [Cl:11][C:12]1[CH:17]=[C:16]([N:4]2[CH:5]=[C:6]([C:7]([O:9][CH3:10])=[O:8])[C:2]([CH3:1])=[N:3]2)[CH:15]=[CH:14][CH:13]=1. Given the reactants [CH3:1][C:2]1[C:6]([C:7]([O:9][CH3:10])=[O:8])=[CH:5][NH:4][N:3]=1.[Cl:11][C:12]1[CH:13]=[C:14](B(O)O)[CH:15]=[CH:16][CH:17]=1.N1C=CC=CC=1, predict the reaction product.